Dataset: Peptide-MHC class II binding affinity with 134,281 pairs from IEDB. Task: Regression. Given a peptide amino acid sequence and an MHC pseudo amino acid sequence, predict their binding affinity value. This is MHC class II binding data. (1) The peptide sequence is GCGLFGKGSIVACAK. The MHC is DRB3_0202 with pseudo-sequence DRB3_0202. The binding affinity (normalized) is 0. (2) The peptide sequence is RIDTPEVLKGPFTVR. The MHC is DRB4_0101 with pseudo-sequence DRB4_0103. The binding affinity (normalized) is 0.0423.